Dataset: Peptide-MHC class I binding affinity with 185,985 pairs from IEDB/IMGT. Task: Regression. Given a peptide amino acid sequence and an MHC pseudo amino acid sequence, predict their binding affinity value. This is MHC class I binding data. (1) The peptide sequence is RRAFLDNECH. The MHC is Mamu-B17 with pseudo-sequence Mamu-B17. The binding affinity (normalized) is 0.183. (2) The peptide sequence is QTVEDEARRM. The MHC is HLA-B08:01 with pseudo-sequence HLA-B08:01. The binding affinity (normalized) is 0. (3) The peptide sequence is SLVSSLWSI. The MHC is HLA-B08:01 with pseudo-sequence HLA-B08:01. The binding affinity (normalized) is 0.311. (4) The peptide sequence is WEITYLGTT. The MHC is HLA-B57:01 with pseudo-sequence HLA-B57:01. The binding affinity (normalized) is 0.0847. (5) The peptide sequence is TVNVILRPK. The MHC is HLA-B07:02 with pseudo-sequence HLA-B07:02. The binding affinity (normalized) is 0.0847. (6) The peptide sequence is LELAEITAE. The MHC is HLA-A26:01 with pseudo-sequence HLA-A26:01. The binding affinity (normalized) is 0.0847. (7) The peptide sequence is NLKLYGAEF. The MHC is HLA-B08:01 with pseudo-sequence HLA-B08:01. The binding affinity (normalized) is 0.439.